From a dataset of Reaction yield outcomes from USPTO patents with 853,638 reactions. Predict the reaction yield, written as a fraction of the theoretical maximum amount of product (1.0 means a 100% yield; for example, 0.34 means a 34% yield). (1) The reactants are [CH3:1][C:2]([O:5][C:6]([N:8]1[C@H:12]([C:13]([OH:15])=O)[CH2:11][CH:10]([OH:16])[CH2:9]1)=[O:7])([CH3:4])[CH3:3].CN1CCOCC1.CN(C(ON1N=NC2C=CC=NC1=2)=[N+](C)C)C.F[P-](F)(F)(F)(F)F.Cl.[NH2:49][C@:50]1([C:55]([O:57][CH2:58][CH3:59])=[O:56])[CH2:52][C@H:51]1[CH:53]=[CH2:54]. The catalyst is C(Cl)Cl.[Au]. The product is [C:2]([O:5][C:6]([N:8]1[CH2:9][C@H:10]([OH:16])[CH2:11][C@H:12]1[C:13]([NH:49][C@:50]1([C:55]([O:57][CH2:58][CH3:59])=[O:56])[CH2:52][C@H:51]1[CH:53]=[CH2:54])=[O:15])=[O:7])([CH3:1])([CH3:3])[CH3:4]. The yield is 0.940. (2) The reactants are [CH2:1]([O:8][C:9]1[CH:16]=[CH:15][C:12]([C:13]#[N:14])=[C:11]([N+:17]([O-])=O)[C:10]=1[O:20][CH3:21])[C:2]1[CH:7]=[CH:6][CH:5]=[CH:4][CH:3]=1.[Cl-].[Na+].C(=O)(O)[O-].[Na+]. The catalyst is C(O)(=O)C.O.[Fe]. The product is [NH2:17][C:11]1[C:10]([O:20][CH3:21])=[C:9]([O:8][CH2:1][C:2]2[CH:3]=[CH:4][CH:5]=[CH:6][CH:7]=2)[CH:16]=[CH:15][C:12]=1[C:13]#[N:14]. The yield is 0.880. (3) The reactants are [C:1]([C:3](=[CH:9][NH:10][C:11]1[CH:16]=[CH:15][C:14]([O:17][CH3:18])=[C:13]([O:19][CH3:20])[CH:12]=1)[C:4]([O:6]CC)=O)#[N:2]. The catalyst is C1(OC2C=CC=CC=2)C=CC=CC=1. The product is [CH3:18][O:17][C:14]1[CH:15]=[C:16]2[C:11](=[CH:12][C:13]=1[O:19][CH3:20])[NH:10][CH:9]=[C:3]([C:1]#[N:2])[C:4]2=[O:6]. The yield is 0.160. (4) The reactants are [CH3:1][N:2]1[C:10]2[C:5](=[CH:6][CH:7]=[C:8]([C:11]3[O:15][C:14](S)=[N:13][N:12]=3)[CH:9]=2)[CH:4]=[CH:3]1.[N:17]12[CH2:25][CH2:24][CH:21]([CH2:22][CH2:23]1)[NH:20][CH2:19][CH2:18]2.[OH-].[Na+].[C:28]([OH:35])(=[O:34])/[CH:29]=[CH:30]/[C:31]([OH:33])=[O:32]. The catalyst is CO.C(OCC)C.C(O)CC. The product is [C:28]([OH:35])(=[O:34])/[CH:29]=[CH:30]/[C:31]([OH:33])=[O:32].[CH3:1][N:2]1[C:10]2[C:5](=[CH:6][CH:7]=[C:8]([C:11]3[O:15][C:14]([N:20]4[CH:21]5[CH2:24][CH2:25][N:17]([CH2:23][CH2:22]5)[CH2:18][CH2:19]4)=[N:13][N:12]=3)[CH:9]=2)[CH:4]=[CH:3]1. The yield is 0.290.